This data is from Peptide-MHC class II binding affinity with 134,281 pairs from IEDB. The task is: Regression. Given a peptide amino acid sequence and an MHC pseudo amino acid sequence, predict their binding affinity value. This is MHC class II binding data. (1) The peptide sequence is LDVSVIPTSGDVVVVATDAL. The MHC is DRB1_0404 with pseudo-sequence DRB1_0404. The binding affinity (normalized) is 0.323. (2) The binding affinity (normalized) is 0.180. The MHC is DRB1_0405 with pseudo-sequence DRB1_0405. The peptide sequence is APPRLICDSRVLERY. (3) The peptide sequence is FYNEKAFLLTTFDVS. The binding affinity (normalized) is 0.566. The MHC is DRB5_0101 with pseudo-sequence DRB5_0101. (4) The peptide sequence is RWQVVAPQLPDDLMI. The MHC is DRB1_0405 with pseudo-sequence DRB1_0405. The binding affinity (normalized) is 0.183. (5) The peptide sequence is HSLLDEGKQSLTKLA. The MHC is DRB1_0101 with pseudo-sequence DRB1_0101. The binding affinity (normalized) is 0.461. (6) The peptide sequence is LEAWLTEHGCNRLKR. The MHC is DRB1_1301 with pseudo-sequence DRB1_1301. The binding affinity (normalized) is 0.666.